Dataset: Full USPTO retrosynthesis dataset with 1.9M reactions from patents (1976-2016). Task: Predict the reactants needed to synthesize the given product. (1) Given the product [CH:1]([N:14]1[C:15]2[CH:16]=[C:17]([C:32]3[C:33]([CH3:38])=[N:34][O:35][C:36]=3[CH3:37])[CH:18]=[C:19]([C:30]#[N:31])[C:20]=2[C:21]2[C:26]1=[CH:25][C:24]([C:27]([N:61]1[CH2:66][CH2:65][O:64][CH2:63][CH2:62]1)=[O:28])=[CH:23][CH:22]=2)([C:8]1[CH:9]=[CH:10][CH:11]=[CH:12][CH:13]=1)[C:2]1[CH:3]=[CH:4][CH:5]=[CH:6][CH:7]=1, predict the reactants needed to synthesize it. The reactants are: [CH:1]([N:14]1[C:26]2[CH:25]=[C:24]([C:27](O)=[O:28])[CH:23]=[CH:22][C:21]=2[C:20]2[C:15]1=[CH:16][C:17]([C:32]1[C:33]([CH3:38])=[N:34][O:35][C:36]=1[CH3:37])=[CH:18][C:19]=2[C:30]#[N:31])([C:8]1[CH:13]=[CH:12][CH:11]=[CH:10][CH:9]=1)[C:2]1[CH:7]=[CH:6][CH:5]=[CH:4][CH:3]=1.CN(C(ON1N=NC2C=CC=CC1=2)=[N+](C)C)C.[B-](F)(F)(F)F.[NH:61]1[CH2:66][CH2:65][O:64][CH2:63][CH2:62]1. (2) The reactants are: [CH3:1][C:2]1[CH:7]=[CH:6][CH:5]=[C:4]([CH3:8])[C:3]=1[O:9][CH2:10][C:11]1[C:15]([C:16](OC)=[O:17])=[C:14]([CH:20]([CH3:22])[CH3:21])[O:13][N:12]=1.[H-].C([Al+]CC(C)C)C(C)C.C1(C)C=CC=CC=1.[C@H](O)(C([O-])=O)[C@@H](O)C([O-])=O.[Na+].[K+]. Given the product [CH3:1][C:2]1[CH:7]=[CH:6][CH:5]=[C:4]([CH3:8])[C:3]=1[O:9][CH2:10][C:11]1[C:15]([CH2:16][OH:17])=[C:14]([CH:20]([CH3:22])[CH3:21])[O:13][N:12]=1, predict the reactants needed to synthesize it.